Dataset: Catalyst prediction with 721,799 reactions and 888 catalyst types from USPTO. Task: Predict which catalyst facilitates the given reaction. (1) Reactant: [NH2:1][C@@H:2]([CH:6]1[CH2:11][CH2:10][O:9][CH2:8][CH2:7]1)[C:3]([OH:5])=[O:4].C(=O)(O)[O-].[Na+].Cl[C:18]([O:20][CH3:21])=[O:19]. Product: [CH3:21][O:20][C:18]([NH:1][C@@H:2]([CH:6]1[CH2:7][CH2:8][O:9][CH2:10][CH2:11]1)[C:3]([OH:5])=[O:4])=[O:19]. The catalyst class is: 33. (2) Reactant: [CH2:1]([S:8][C:9]1[N:10]=[C:11](Cl)[C:12]2[S:17][C:16]([NH2:18])=[N:15][C:13]=2[N:14]=1)[C:2]1[CH:7]=[CH:6][CH:5]=[CH:4][CH:3]=1.[CH3:20][NH:21][C@@H:22]([CH2:27][OH:28])[CH2:23][CH:24]([CH3:26])[CH3:25]. Product: [NH2:18][C:16]1[S:17][C:12]2[C:11]([N:21]([CH3:20])[C@H:22]([CH2:23][CH:24]([CH3:26])[CH3:25])[CH2:27][OH:28])=[N:10][C:9]([S:8][CH2:1][C:2]3[CH:7]=[CH:6][CH:5]=[CH:4][CH:3]=3)=[N:14][C:13]=2[N:15]=1. The catalyst class is: 60. (3) Reactant: [CH2:1]([O:8][C:9]1[CH:34]=[CH:33][C:12]([O:13][C:14]2[CH:19]=[CH:18][C:17]([NH:20][C:21](=[O:29])[C:22]3[CH:27]=[CH:26][C:25]([Br:28])=[CH:24][CH:23]=3)=[CH:16][C:15]=2[N+:30]([O-])=O)=[CH:11][CH:10]=1)[C:2]1[CH:7]=[CH:6][CH:5]=[CH:4][CH:3]=1.[Cl-].[NH4+].CO.C1COCC1. Product: [NH2:30][C:15]1[CH:16]=[C:17]([NH:20][C:21](=[O:29])[C:22]2[CH:23]=[CH:24][C:25]([Br:28])=[CH:26][CH:27]=2)[CH:18]=[CH:19][C:14]=1[O:13][C:12]1[CH:11]=[CH:10][C:9]([O:8][CH2:1][C:2]2[CH:7]=[CH:6][CH:5]=[CH:4][CH:3]=2)=[CH:34][CH:33]=1. The catalyst class is: 150. (4) Reactant: [N+:1]([O-:4])(O)=[O:2].[CH2:5]([C:21]1[C:26](=[O:27])[CH:25]=[C:24]([CH3:28])[NH:23][C:22]=1[CH3:29])[CH2:6][CH2:7][CH2:8][CH2:9][CH2:10][CH2:11][CH2:12][CH2:13][CH2:14][CH2:15][CH2:16][CH2:17][CH2:18][CH2:19][CH3:20].C(=O)([O-])[O-].[Na+].[Na+]. Product: [CH2:5]([C:21]1[C:26](=[O:27])[C:25]([N+:1]([O-:4])=[O:2])=[C:24]([CH3:28])[NH:23][C:22]=1[CH3:29])[CH2:6][CH2:7][CH2:8][CH2:9][CH2:10][CH2:11][CH2:12][CH2:13][CH2:14][CH2:15][CH2:16][CH2:17][CH2:18][CH2:19][CH3:20]. The catalyst class is: 65.